From a dataset of NCI-60 drug combinations with 297,098 pairs across 59 cell lines. Regression. Given two drug SMILES strings and cell line genomic features, predict the synergy score measuring deviation from expected non-interaction effect. (1) Drug 1: CC1CCC2CC(C(=CC=CC=CC(CC(C(=O)C(C(C(=CC(C(=O)CC(OC(=O)C3CCCCN3C(=O)C(=O)C1(O2)O)C(C)CC4CCC(C(C4)OC)O)C)C)O)OC)C)C)C)OC. Drug 2: C1=NC(=NC(=O)N1C2C(C(C(O2)CO)O)O)N. Cell line: SN12C. Synergy scores: CSS=17.2, Synergy_ZIP=-1.51, Synergy_Bliss=3.56, Synergy_Loewe=2.34, Synergy_HSA=4.36. (2) Drug 1: CN(C)C1=NC(=NC(=N1)N(C)C)N(C)C. Drug 2: CC1=CC=C(C=C1)C2=CC(=NN2C3=CC=C(C=C3)S(=O)(=O)N)C(F)(F)F. Cell line: UO-31. Synergy scores: CSS=1.90, Synergy_ZIP=-1.52, Synergy_Bliss=-2.55, Synergy_Loewe=-6.99, Synergy_HSA=-4.10. (3) Drug 1: COC1=C(C=C2C(=C1)N=CN=C2NC3=CC(=C(C=C3)F)Cl)OCCCN4CCOCC4. Drug 2: CN1C(=O)N2C=NC(=C2N=N1)C(=O)N. Cell line: CCRF-CEM. Synergy scores: CSS=8.85, Synergy_ZIP=-0.358, Synergy_Bliss=8.58, Synergy_Loewe=-0.285, Synergy_HSA=2.45. (4) Synergy scores: CSS=66.1, Synergy_ZIP=1.85, Synergy_Bliss=3.58, Synergy_Loewe=-19.1, Synergy_HSA=1.88. Drug 1: CC=C1C(=O)NC(C(=O)OC2CC(=O)NC(C(=O)NC(CSSCCC=C2)C(=O)N1)C(C)C)C(C)C. Cell line: HCC-2998. Drug 2: CC1C(C(CC(O1)OC2CC(OC(C2O)C)OC3=CC4=CC5=C(C(=O)C(C(C5)C(C(=O)C(C(C)O)O)OC)OC6CC(C(C(O6)C)O)OC7CC(C(C(O7)C)O)OC8CC(C(C(O8)C)O)(C)O)C(=C4C(=C3C)O)O)O)O. (5) Cell line: MALME-3M. Drug 1: CCC1(CC2CC(C3=C(CCN(C2)C1)C4=CC=CC=C4N3)(C5=C(C=C6C(=C5)C78CCN9C7C(C=CC9)(C(C(C8N6C=O)(C(=O)OC)O)OC(=O)C)CC)OC)C(=O)OC)O.OS(=O)(=O)O. Synergy scores: CSS=28.9, Synergy_ZIP=-9.82, Synergy_Bliss=-7.35, Synergy_Loewe=-21.2, Synergy_HSA=-5.54. Drug 2: CCC1(C2=C(COC1=O)C(=O)N3CC4=CC5=C(C=CC(=C5CN(C)C)O)N=C4C3=C2)O.Cl.